This data is from Catalyst prediction with 721,799 reactions and 888 catalyst types from USPTO. The task is: Predict which catalyst facilitates the given reaction. (1) Reactant: [CH3:1][O:2][C:3]1[CH:4]=[C:5]([C:9]2[S:16][C:15]3[CH:14]=[N:13][N:12](COCC[Si](C)(C)C)[C:11]=3[CH:10]=2)[CH:6]=[CH:7][CH:8]=1.COC1C=C(C2SC3C(=NN(COCC[Si](C)(C)C)C=3)C=2)C=CC=1.C(N)CN.[F-].C([N+](CCCC)(CCCC)CCCC)CCC. Product: [CH3:1][O:2][C:3]1[CH:4]=[C:5]([C:9]2[S:16][C:15]3[CH:14]=[N:13][NH:12][C:11]=3[CH:10]=2)[CH:6]=[CH:7][CH:8]=1. The catalyst class is: 7. (2) Reactant: C([N:8]1[C@@H:13]2[C@H:14]([C:16]3[O:17][CH:18]=[C:19]([CH3:21])[N:20]=3)[CH2:15][C@@:9]1([C:38]1[CH:43]=[CH:42][CH:41]=[CH:40][CH:39]=1)[C@H:10]([O:22][CH2:23][C:24]1[CH:29]=[C:28]([C:30]([F:33])([F:32])[F:31])[CH:27]=[C:26]([C:34]([F:37])([F:36])[F:35])[CH:25]=1)[CH2:11][CH2:12]2)C1C=CC=CC=1. Product: [F:37][C:34]([F:35])([F:36])[C:26]1[CH:25]=[C:24]([CH2:23][O:22][C@@H:10]2[CH2:11][CH2:12][C@@H:13]3[NH:8][C@@:9]2([C:38]2[CH:39]=[CH:40][CH:41]=[CH:42][CH:43]=2)[CH2:15][C@H:14]3[C:16]2[O:17][CH:18]=[C:19]([CH3:21])[N:20]=2)[CH:29]=[C:28]([C:30]([F:33])([F:31])[F:32])[CH:27]=1. The catalyst class is: 45. (3) Product: [NH2:11][CH2:10][C:4]1[N:3]=[C:2]([OH:1])[C:7]([O:8][CH3:9])=[CH:6][N:5]=1. The catalyst class is: 14. Reactant: [OH:1][C:2]1[C:7]([O:8][CH3:9])=[CH:6][N:5]=[C:4]([CH2:10][N:11]2C(=O)C3C(=CC=CC=3)C2=O)[N:3]=1.NN. (4) Reactant: [OH-].[Na+].C([O:5][C:6](=[O:22])[C:7]([NH:9][C:10]1[CH:15]=[CH:14][C:13]([C:16]2[CH:21]=[CH:20][CH:19]=[CH:18][CH:17]=2)=[CH:12][CH:11]=1)=[O:8])C.Cl. Product: [C:13]1([C:16]2[CH:17]=[CH:18][CH:19]=[CH:20][CH:21]=2)[CH:14]=[CH:15][C:10]([NH:9][C:7](=[O:8])[C:6]([OH:22])=[O:5])=[CH:11][CH:12]=1. The catalyst class is: 90. (5) The catalyst class is: 213. Product: [CH2:12]([O:10][CH2:9][C@H:7]1[CH2:6][O:5][C:4]([CH3:11])([CH3:3])[O:8]1)[C:13]1[CH:18]=[CH:17][CH:16]=[CH:15][CH:14]=1. Reactant: [H-].[Na+].[CH3:3][C:4]1([CH3:11])[O:8][C@@H:7]([CH2:9][OH:10])[CH2:6][O:5]1.[CH2:12](Br)[C:13]1[CH:18]=[CH:17][CH:16]=[CH:15][CH:14]=1. (6) Reactant: [C:1]([O:5][C:6]([N:8]1[CH2:11][CH:10]([C:12]([OH:14])=O)[CH2:9]1)=[O:7])([CH3:4])([CH3:3])[CH3:2].CCN(C(C)C)C(C)C.CN([C:27]([O:31][N:32]1N=NC2C=CC=N[C:33]1=2)=[N+](C)C)C.F[P-](F)(F)(F)(F)F.CNOC. Product: [C:1]([O:5][C:6]([N:8]1[CH2:9][CH:10]([C:12](=[O:14])[N:32]([O:31][CH3:27])[CH3:33])[CH2:11]1)=[O:7])([CH3:2])([CH3:3])[CH3:4]. The catalyst class is: 598.